This data is from Forward reaction prediction with 1.9M reactions from USPTO patents (1976-2016). The task is: Predict the product of the given reaction. (1) The product is: [CH:31]1([O:30][CH2:29][C@H:18]([O:17][C:16]2[C:11]3[CH:10]=[N:9][N:8]([C:5]4[C:4]([C:35]([F:37])([F:38])[F:36])=[CH:3][CH:2]=[CH:7][N:6]=4)[C:12]=3[N:13]=[CH:14][N:15]=2)[C:19]([NH:21][C:22]2[CH:27]=[N:26][C:25]([CH3:28])=[CH:24][N:23]=2)=[O:20])[CH2:32][CH2:33][CH2:34]1. Given the reactants Cl[C:2]1[CH:3]=[C:4]([C:35]([F:38])([F:37])[F:36])[C:5]([N:8]2[C:12]3=[N:13][CH:14]=[N:15][C:16]([O:17][C@@H:18]([CH2:29][O:30][CH:31]4[CH2:34][CH2:33][CH2:32]4)[C:19]([NH:21][C:22]4[CH:27]=[N:26][C:25]([CH3:28])=[CH:24][N:23]=4)=[O:20])=[C:11]3[CH:10]=[N:9]2)=[N:6][CH:7]=1, predict the reaction product. (2) Given the reactants [CH3:1][C:2]1[CH:7]=[C:6]([CH3:8])[NH:5][C:4](=[O:9])[C:3]=1[CH2:10][NH:11][C:12]([C:14]1[C:15]2[CH:36]=[N:35][N:34]([CH:37]([CH3:39])[CH3:38])[C:16]=2[N:17]=[C:18]([C:20]2[CH2:21][CH2:22][N:23]([C:26]([CH:28]3[CH2:33][CH2:32][NH:31][CH2:30][CH2:29]3)=[O:27])[CH2:24][CH:25]=2)[CH:19]=1)=[O:13].C=O.[BH3-][C:43]#N.[Na+], predict the reaction product. The product is: [CH3:1][C:2]1[CH:7]=[C:6]([CH3:8])[NH:5][C:4](=[O:9])[C:3]=1[CH2:10][NH:11][C:12]([C:14]1[C:15]2[CH:36]=[N:35][N:34]([CH:37]([CH3:39])[CH3:38])[C:16]=2[N:17]=[C:18]([C:20]2[CH2:21][CH2:22][N:23]([C:26]([CH:28]3[CH2:29][CH2:30][N:31]([CH3:43])[CH2:32][CH2:33]3)=[O:27])[CH2:24][CH:25]=2)[CH:19]=1)=[O:13]. (3) Given the reactants B.[O:2]1CCCC1.[C:7]([O:11][C:12](=[O:19])[NH:13][CH:14]1[CH2:18][CH:17]=[CH:16][CH2:15]1)([CH3:10])([CH3:9])[CH3:8].[OH-].[Na+].OO, predict the reaction product. The product is: [C:7]([O:11][C:12](=[O:19])[NH:13][C@H:14]1[CH2:15][CH2:16][C@@H:17]([OH:2])[CH2:18]1)([CH3:10])([CH3:8])[CH3:9]. (4) Given the reactants [Cl:1][C:2]1[CH:19]=[C:18]([Cl:20])[CH:17]=[CH:16][C:3]=1[CH2:4][N:5]1[C:9]([CH:10]=O)=[CH:8][C:7]([O:12][CH:13]([CH3:15])[CH3:14])=[N:6]1.C(OP([CH2:29][C:30]([O:32][CH2:33][CH3:34])=[O:31])(OCC)=O)C.[H-].[Na+].O, predict the reaction product. The product is: [Cl:1][C:2]1[CH:19]=[C:18]([Cl:20])[CH:17]=[CH:16][C:3]=1[CH2:4][N:5]1[C:9](/[CH:10]=[CH:29]/[C:30]([O:32][CH2:33][CH3:34])=[O:31])=[CH:8][C:7]([O:12][CH:13]([CH3:15])[CH3:14])=[N:6]1. (5) Given the reactants CO.[F:3][C:4]1[C:11]([F:12])=[C:10]([CH2:13]Br)[C:9]([F:15])=[C:8]([F:16])[C:5]=1[CH2:6][OH:7].[O-2].[Mg+2], predict the reaction product. The product is: [F:3][C:4]1[C:11]([F:12])=[C:10]([CH3:13])[C:9]([F:15])=[C:8]([F:16])[C:5]=1[CH2:6][OH:7]. (6) The product is: [ClH:36].[F:1][C:2]1[C:3]([C:32]([F:35])([F:33])[F:34])=[C:4]([CH:8]2[CH2:9][CH2:10][N:11]([C:14]([C:16]3[C:20]4[CH2:21][NH:22][CH2:23][CH2:24][C:19]=4[NH:18][N:17]=3)=[O:15])[CH2:12][CH2:13]2)[CH:5]=[CH:6][CH:7]=1. Given the reactants [F:1][C:2]1[C:3]([C:32]([F:35])([F:34])[F:33])=[C:4]([CH:8]2[CH2:13][CH2:12][N:11]([C:14]([C:16]3[C:20]4[CH2:21][N:22](C(OC(C)(C)C)=O)[CH2:23][CH2:24][C:19]=4[NH:18][N:17]=3)=[O:15])[CH2:10][CH2:9]2)[CH:5]=[CH:6][CH:7]=1.[ClH:36], predict the reaction product. (7) Given the reactants [CH3:1][N:2]1[CH2:7][CH2:6][N:5]([C:8]2[C:9]([CH2:14][O:15][C:16]3[CH:25]=[CH:24][C:19]([C:20]([O:22]C)=[O:21])=[CH:18][CH:17]=3)=[N:10][CH:11]=[CH:12][CH:13]=2)[CH2:4][CH2:3]1.[Li+].[OH-], predict the reaction product. The product is: [CH3:1][N:2]1[CH2:7][CH2:6][N:5]([C:8]2[C:9]([CH2:14][O:15][C:16]3[CH:25]=[CH:24][C:19]([C:20]([OH:22])=[O:21])=[CH:18][CH:17]=3)=[N:10][CH:11]=[CH:12][CH:13]=2)[CH2:4][CH2:3]1. (8) Given the reactants CC(OI1(OC(C)=O)(OC(C)=O)OC(=O)C2C=CC=CC1=2)=[O:3].[O:23]1[C:27]2[CH:28]=[CH:29][C:30]([CH:32]([C:34]3([C:40]4[CH:41]=[C:42]([C:46]5[CH:51]=[CH:50][CH:49]=[C:48]([O:52][CH3:53])[CH:47]=5)[CH:43]=[CH:44][CH:45]=4)SCCCS3)[OH:33])=[CH:31][C:26]=2[CH2:25][CH2:24]1.C(O)(C)(C)C.S([O-])([O-])(=O)=S.[Na+].[Na+].C(=O)([O-])O.[Na+], predict the reaction product. The product is: [O:23]1[C:27]2[CH:28]=[CH:29][C:30]([C:32](=[O:33])[C:34]([C:40]3[CH:41]=[C:42]([C:46]4[CH:51]=[CH:50][CH:49]=[C:48]([O:52][CH3:53])[CH:47]=4)[CH:43]=[CH:44][CH:45]=3)=[O:3])=[CH:31][C:26]=2[CH2:25][CH2:24]1. (9) Given the reactants [N:1]1[CH:6]=[CH:5][C:4]([NH2:7])=[N:3][CH:2]=1.[Cl:8][C:9]1[CH:10]=[C:11]([Cl:21])[C:12]2[N:13]([C:15]([C:18](Cl)=[O:19])=[CH:16][N:17]=2)[N:14]=1.[Br:22][C:23]1[C:24]2[N:25]([C:30]([C:33](Cl)=[O:34])=[CH:31][N:32]=2)[N:26]=[C:27]([Cl:29])[CH:28]=1, predict the reaction product. The product is: [Cl:8][C:9]1[CH:10]=[C:11]([Cl:21])[C:12]2[N:13]([C:15]([C:18]([NH:7][C:4]3[CH:5]=[CH:6][N:1]=[CH:2][N:3]=3)=[O:19])=[CH:16][N:17]=2)[N:14]=1.[Br:22][C:23]1[C:24]2[N:25]([C:30]([C:33]([NH:7][C:4]3[CH:5]=[CH:6][N:1]=[CH:2][N:3]=3)=[O:34])=[CH:31][N:32]=2)[N:26]=[C:27]([Cl:29])[CH:28]=1. (10) Given the reactants [CH2:1]([N:3]([CH2:29][CH3:30])[CH2:4][CH2:5][C:6]1[C:14]2[C:9](=[CH:10][CH:11]=[C:12]([NH:15][S:16]([C:19]3[CH:28]=[CH:27][C:26]4[C:21](=[CH:22][CH:23]=[CH:24][CH:25]=4)[CH:20]=3)(=[O:18])=[O:17])[CH:13]=2)[NH:8][CH:7]=1)[CH3:2].[CH3:31][C:32](C)([O-])C.[K+].C(I)C.O, predict the reaction product. The product is: [CH2:29]([N:3]([CH2:1][CH3:2])[CH2:4][CH2:5][C:6]1[C:14]2[C:9](=[CH:10][CH:11]=[C:12]([N:15]([CH2:31][CH3:32])[S:16]([C:19]3[CH:28]=[CH:27][C:26]4[C:21](=[CH:22][CH:23]=[CH:24][CH:25]=4)[CH:20]=3)(=[O:17])=[O:18])[CH:13]=2)[NH:8][CH:7]=1)[CH3:30].